From a dataset of Forward reaction prediction with 1.9M reactions from USPTO patents (1976-2016). Predict the product of the given reaction. (1) Given the reactants [C:1]([C:3]1[CH:4]=[CH:5][C:6]([C:9]([OH:11])=O)=[N:7][CH:8]=1)#[N:2].[NH2:12][C:13]1[CH:14]=[CH:15][C:16]([F:32])=[C:17]([C@@:19]2([CH3:31])[N:27]=[C:26]([NH2:28])[C:22]3([CH2:25][CH2:24][CH2:23]3)[S:21](=[O:30])(=[O:29])[CH2:20]2)[CH:18]=1, predict the reaction product. The product is: [NH2:28][C:26]1[C:22]2([CH2:25][CH2:24][CH2:23]2)[S:21](=[O:29])(=[O:30])[CH2:20][C@:19]([C:17]2[CH:18]=[C:13]([NH:12][C:9]([C:6]3[CH:5]=[CH:4][C:3]([C:1]#[N:2])=[CH:8][N:7]=3)=[O:11])[CH:14]=[CH:15][C:16]=2[F:32])([CH3:31])[N:27]=1. (2) The product is: [CH2:34]([O:33][CH2:32][CH:31]([CH:41]1[CH2:42][CH:43]([S:45]([NH:1][C:2]2[C:7]([NH:8][C:9]3[CH:14]=[CH:13][C:12]([I:15])=[CH:11][C:10]=3[F:16])=[C:6]([CH3:17])[C:5](=[O:18])[N:4]3[CH2:19][CH2:20][O:21][C:3]=23)(=[O:47])=[O:46])[CH2:44]1)[CH2:30][O:29][CH2:22][C:23]1[CH:24]=[CH:25][CH:26]=[CH:27][CH:28]=1)[C:35]1[CH:36]=[CH:37][CH:38]=[CH:39][CH:40]=1. Given the reactants [NH2:1][C:2]1[C:7]([NH:8][C:9]2[CH:14]=[CH:13][C:12]([I:15])=[CH:11][C:10]=2[F:16])=[C:6]([CH3:17])[C:5](=[O:18])[N:4]2[CH2:19][CH2:20][O:21][C:3]=12.[CH2:22]([O:29][CH2:30][CH:31]([CH:41]1[CH2:44][CH:43]([S:45](Cl)(=[O:47])=[O:46])[CH2:42]1)[CH2:32][O:33][CH2:34][C:35]1[CH:40]=[CH:39][CH:38]=[CH:37][CH:36]=1)[C:23]1[CH:28]=[CH:27][CH:26]=[CH:25][CH:24]=1, predict the reaction product. (3) Given the reactants [Br:1][C:2]1[CH:7]=[CH:6][C:5]([C:8]2[O:9][CH2:10][C:11]([CH3:14])([CH3:13])[N:12]=2)=[CH:4][CH:3]=1.[Li]CCCC.[OH:20][C:21]1[CH:22]=[C:23]([CH:32]=[CH:33][CH:34]=1)[C:24]([C:26]1[CH:31]=[CH:30][CH:29]=[CH:28][CH:27]=1)=[O:25].O, predict the reaction product. The product is: [Br:1][C:2]1[CH:3]=[CH:4][C:5]([C:8]2[O:9][CH2:10][C:11]([CH3:14])([CH3:13])[N:12]=2)=[CH:6][CH:7]=1.[CH3:13][C:11]1([CH3:14])[CH2:10][O:9][C:8]([C:5]2[CH:6]=[CH:7][C:2]([C:24]([OH:25])([C:26]3[CH:27]=[CH:28][CH:29]=[CH:30][CH:31]=3)[C:23]3[CH:22]=[C:21]([OH:20])[CH:34]=[CH:33][CH:32]=3)=[CH:3][CH:4]=2)=[N:12]1. (4) The product is: [NH2:30][CH:26]1[CH2:25][CH2:24][N:23]([C:21]([C:20]2[CH:38]=[CH:39][C:17]([C:14]3[CH:15]=[CH:16][C:11]4[N:12]([C:8]([C:5]5[CH:4]=[CH:3][C:2]([Cl:1])=[CH:7][CH:6]=5)=[CH:9][N:10]=4)[CH:13]=3)=[CH:18][CH:19]=2)=[O:22])[CH2:28][CH2:27]1. Given the reactants [Cl:1][C:2]1[CH:7]=[CH:6][C:5]([C:8]2[N:12]3[CH:13]=[C:14]([C:17]4[CH:39]=[CH:38][C:20]([C:21]([N:23]5[CH2:28][CH2:27][C:26]([NH:30]C(=O)OC(C)(C)C)(C)[CH2:25][CH2:24]5)=[O:22])=[CH:19][CH:18]=4)[CH:15]=[CH:16][C:11]3=[N:10][CH:9]=2)=[CH:4][CH:3]=1.C(O)(C(F)(F)F)=O, predict the reaction product.